This data is from Full USPTO retrosynthesis dataset with 1.9M reactions from patents (1976-2016). The task is: Predict the reactants needed to synthesize the given product. Given the product [C:8]([C:12]1[CH:13]=[C:14]([C:30](=[O:33])[NH:31][CH3:32])[C:15]([O:28][CH3:29])=[C:16]([NH:18][C:19](=[O:27])[NH:34][C:35]2[C:44]3[C:39](=[CH:40][CH:41]=[CH:42][CH:43]=3)[C:38]([O:45][C:46]3[CH:51]=[CH:50][N:49]=[C:48]([NH:52][C:53]4[CH:58]=[CH:57][C:56]([P:59]([CH3:64])(=[O:63])[O:60][CH2:61][CH3:62])=[C:55]([O:65][CH3:66])[CH:54]=4)[CH:47]=3)=[CH:37][CH:36]=2)[CH:17]=1)([CH3:9])([CH3:10])[CH3:11], predict the reactants needed to synthesize it. The reactants are: C(N(CC)CC)C.[C:8]([C:12]1[CH:13]=[C:14]([C:30](=[O:33])[NH:31][CH3:32])[C:15]([O:28][CH3:29])=[C:16]([NH:18][C:19](=[O:27])OC2C=CC=CC=2)[CH:17]=1)([CH3:11])([CH3:10])[CH3:9].[NH2:34][C:35]1[C:44]2[C:39](=[CH:40][CH:41]=[CH:42][CH:43]=2)[C:38]([O:45][C:46]2[CH:51]=[CH:50][N:49]=[C:48]([NH:52][C:53]3[CH:58]=[CH:57][C:56]([P:59]([CH3:64])(=[O:63])[O:60][CH2:61][CH3:62])=[C:55]([O:65][CH3:66])[CH:54]=3)[CH:47]=2)=[CH:37][CH:36]=1.